From a dataset of Reaction yield outcomes from USPTO patents with 853,638 reactions. Predict the reaction yield, written as a fraction of the theoretical maximum amount of product (1.0 means a 100% yield; for example, 0.34 means a 34% yield). (1) The reactants are [CH:1]1([CH2:7][O:8][C:9]2[CH:14]=[C:13]([O:15][CH2:16][CH2:17][O:18][CH3:19])[CH:12]=[CH:11][C:10]=2/[CH:20]=[CH:21]/[C:22]([O:24]CC)=[O:23])[CH2:6][CH2:5][CH2:4][CH2:3][CH2:2]1.[OH-].[Na+]. The catalyst is O1CCCC1.C(O)C. The product is [CH:1]1([CH2:7][O:8][C:9]2[CH:14]=[C:13]([O:15][CH2:16][CH2:17][O:18][CH3:19])[CH:12]=[CH:11][C:10]=2/[CH:20]=[CH:21]/[C:22]([OH:24])=[O:23])[CH2:2][CH2:3][CH2:4][CH2:5][CH2:6]1. The yield is 0.930. (2) The reactants are [O:1]1[CH:5]=[CH:4][C:3]([C:6]2[C:16]3[O:15][CH2:14][CH2:13][N:12](C(OC(C)(C)C)=O)[CH2:11][C:10]=3[CH:9]=[CH:8][CH:7]=2)=[CH:2]1.C(OCC)(=O)C.[ClH:30]. The catalyst is C(OCC)(=O)C. The product is [ClH:30].[O:1]1[CH:5]=[CH:4][C:3]([C:6]2[C:16]3[O:15][CH2:14][CH2:13][NH:12][CH2:11][C:10]=3[CH:9]=[CH:8][CH:7]=2)=[CH:2]1. The yield is 0.862.